Dataset: Catalyst prediction with 721,799 reactions and 888 catalyst types from USPTO. Task: Predict which catalyst facilitates the given reaction. (1) The catalyst class is: 134. Product: [Br:22][C:23]1[CH:24]=[CH:25][C:26]([O:31][CH3:32])=[C:27]([CH:28]([C:2]2[CH:7]=[N:6][C:5]([NH:8][C:9]3[CH:14]=[CH:13][C:12]([F:15])=[CH:11][C:10]=3[F:16])=[CH:4][CH:3]=2)[OH:29])[CH:30]=1. Reactant: Br[C:2]1[CH:3]=[CH:4][C:5]([NH:8][C:9]2[CH:14]=[CH:13][C:12]([F:15])=[CH:11][C:10]=2[F:16])=[N:6][CH:7]=1.[Li]CCCC.[Br:22][C:23]1[CH:24]=[CH:25][C:26]([O:31][CH3:32])=[C:27]([CH:30]=1)[CH:28]=[O:29]. (2) Product: [F:1][C:2]1[CH:3]=[C:4]([CH:7]=[CH:8][C:9]=1[C:10]([F:13])([F:12])[F:11])[CH2:5][Cl:16]. The catalyst class is: 22. Reactant: [F:1][C:2]1[CH:3]=[C:4]([CH:7]=[CH:8][C:9]=1[C:10]([F:13])([F:12])[F:11])[CH2:5]O.S(Cl)([Cl:16])=O. (3) Reactant: [F:1][C:2]1[CH:51]=[CH:50][C:5]2[C:6]([CH:9]3[CH2:14][CH2:13][N:12]([CH2:15][CH2:16][C:17]4[C:22](=[O:23])[N:21]5[CH2:24][CH2:25][CH2:26][CH:27]([O:28][CH2:29][CH2:30][CH2:31][CH2:32][CH2:33][C:34]([N:36]6[CH2:41][CH2:40][N:39](C(OC(C)(C)C)=O)[CH2:38][CH2:37]6)=[O:35])[C:20]5=[N:19][C:18]=4[CH3:49])[CH2:11][CH2:10]3)=[N:7][O:8][C:4]=2[CH:3]=1.FC(F)(F)C(O)=O.C(=O)(O)[O-].[Na+]. Product: [F:1][C:2]1[CH:51]=[CH:50][C:5]2[C:6]([CH:9]3[CH2:10][CH2:11][N:12]([CH2:15][CH2:16][C:17]4[C:22](=[O:23])[N:21]5[CH2:24][CH2:25][CH2:26][CH:27]([O:28][CH2:29][CH2:30][CH2:31][CH2:32][CH2:33][C:34](=[O:35])[N:36]6[CH2:41][CH2:40][NH:39][CH2:38][CH2:37]6)[C:20]5=[N:19][C:18]=4[CH3:49])[CH2:13][CH2:14]3)=[N:7][O:8][C:4]=2[CH:3]=1. The catalyst class is: 4. (4) Reactant: Cl.Cl.[NH:3]1[C:11]2[C:6](=[CH:7][C:8]([C:12]3[C:20]4[C:19]([NH2:21])=[N:18][CH:17]=[N:16][C:15]=4[N:14]([CH3:22])[CH:13]=3)=[CH:9][CH:10]=2)[CH2:5][CH2:4]1.[CH3:23][C:24]1[CH:29]=[CH:28][CH:27]=[CH:26][C:25]=1[CH2:30][C:31](O)=[O:32].CN(C(ON1N=NC2C=CC=NC1=2)=[N+](C)C)C.F[P-](F)(F)(F)(F)F.CCN(C(C)C)C(C)C. The catalyst class is: 303. Product: [CH3:22][N:14]1[C:15]2[N:16]=[CH:17][N:18]=[C:19]([NH2:21])[C:20]=2[C:12]([C:8]2[CH:7]=[C:6]3[C:11](=[CH:10][CH:9]=2)[N:3]([C:31](=[O:32])[CH2:30][C:25]2[CH:26]=[CH:27][CH:28]=[CH:29][C:24]=2[CH3:23])[CH2:4][CH2:5]3)=[CH:13]1.